Dataset: Forward reaction prediction with 1.9M reactions from USPTO patents (1976-2016). Task: Predict the product of the given reaction. The product is: [CH3:1][C:2]1([CH3:22])[CH2:11][CH2:10][C:9]([CH3:12])([CH3:13])[C:8]2[CH:7]=[C:6]([C:14]3[N:15]=[C:16]([CH2:19][CH2:20][NH2:21])[S:17][CH:18]=3)[CH:5]=[CH:4][C:3]1=2. Given the reactants [CH3:1][C:2]1([CH3:22])[CH2:11][CH2:10][C:9]([CH3:13])([CH3:12])[C:8]2[CH:7]=[C:6]([C:14]3[N:15]=[C:16]([CH2:19][C:20]#[N:21])[S:17][CH:18]=3)[CH:5]=[CH:4][C:3]1=2.Cl, predict the reaction product.